Dataset: Peptide-MHC class II binding affinity with 134,281 pairs from IEDB. Task: Regression. Given a peptide amino acid sequence and an MHC pseudo amino acid sequence, predict their binding affinity value. This is MHC class II binding data. (1) The peptide sequence is IAKVPPGPNITATYG. The MHC is HLA-DQA10101-DQB10501 with pseudo-sequence HLA-DQA10101-DQB10501. The binding affinity (normalized) is 0. (2) The peptide sequence is MYYVSGARSNVTFTVK. The MHC is HLA-DQA10102-DQB10501 with pseudo-sequence HLA-DQA10102-DQB10501. The binding affinity (normalized) is 0.659.